Dataset: Full USPTO retrosynthesis dataset with 1.9M reactions from patents (1976-2016). Task: Predict the reactants needed to synthesize the given product. (1) Given the product [C:12]([S:16]([C:19]1[CH:20]=[C:21]2[C:26](=[CH:27][CH:28]=1)[N:25]=[CH:24][CH:23]=[C:22]2[NH:29][C:30]1[C:34]([CH3:35])=[C:33]([CH2:36][OH:37])[NH:32][N:31]=1)(=[O:17])=[O:18])([CH3:15])([CH3:14])[CH3:13], predict the reactants needed to synthesize it. The reactants are: [H-].[H-].[H-].[H-].[Li+].[Al+3].S(=O)(=O)(O)O.[C:12]([S:16]([C:19]1[CH:20]=[C:21]2[C:26](=[CH:27][CH:28]=1)[N:25]=[CH:24][CH:23]=[C:22]2[NH:29][C:30]1[C:34]([CH3:35])=[C:33]([C:36](OCC)=[O:37])[NH:32][N:31]=1)(=[O:18])=[O:17])([CH3:15])([CH3:14])[CH3:13]. (2) Given the product [Br-:1].[F:3][CH:4]1[N:8]([CH3:9])[CH2:7][CH2:6][NH+:5]1[CH3:10], predict the reactants needed to synthesize it. The reactants are: [Br-:1].[Na+].[F:3][CH:4]1[N:8]([CH3:9])[CH2:7][CH2:6][NH+:5]1[CH3:10].[Br-]. (3) Given the product [CH:57]1([CH2:56][NH:53][CH:24]2[CH2:23][CH2:22][N:26]([C:34]([O:36][C:37]([CH3:38])([CH3:39])[CH3:41])=[O:35])[CH2:20][CH2:25]2)[CH2:4][CH2:1][CH2:2]1, predict the reactants needed to synthesize it. The reactants are: [CH:1]1(CO)[CH2:4]C[CH2:2]1.[C:24]1(P([C:20]2[CH:25]=[CH:24][CH:23]=[CH:22]C=2)[C:24]2[CH:25]=[CH:20]C=[CH:22][CH:23]=2)[CH:25]=[CH:20]C=[CH:22][CH:23]=1.[N:26]([C:34]([O:36][CH:37]([CH3:39])[CH3:38])=[O:35])=[N:26][C:34]([O:36][CH:37]([CH3:39])[CH3:38])=[O:35].S[CH2:41]C(O)=O.S([O-])(O)(=O)=O.[K+].C([N:53]([CH2:56][CH3:57])CC)C. (4) Given the product [C:22]([O:21][C:19]([N:17]1[CH2:18][C@@H:13]([N:12]([C:10]([C:8]2[N:7]([CH2:34][CH2:35][CH2:36][CH2:37][O:38][CH3:39])[C:6]3[CH:40]=[C:2]([F:1])[CH:3]=[CH:4][C:5]=3[N:9]=2)=[O:11])[CH2:30][CH:31]([CH3:32])[CH3:33])[CH2:14][C@@H:15]([C:26]([OH:28])=[O:27])[CH2:16]1)=[O:20])([CH3:24])([CH3:25])[CH3:23], predict the reactants needed to synthesize it. The reactants are: [F:1][C:2]1[CH:3]=[CH:4][C:5]2[N:9]=[C:8]([C:10]([N:12]([CH2:30][CH:31]([CH3:33])[CH3:32])[C@@H:13]3[CH2:18][N:17]([C:19]([O:21][C:22]([CH3:25])([CH3:24])[CH3:23])=[O:20])[CH2:16][C@H:15]([C:26]([O:28]C)=[O:27])[CH2:14]3)=[O:11])[N:7]([CH2:34][CH2:35][CH2:36][CH2:37][O:38][CH3:39])[C:6]=2[CH:40]=1.[OH-].[Na+].Cl. (5) Given the product [CH3:1][O:2][C:3]1[C@H:4]([CH:11]([CH3:13])[CH3:12])[N:5]=[C:6]([O:9][CH3:10])[C@@H:7]([CH2:22][C:21]2[CH:24]=[C:25]([F:29])[C:26]([F:28])=[CH:27][C:20]=2[F:19])[N:8]=1, predict the reactants needed to synthesize it. The reactants are: [CH3:1][O:2][C:3]1[C@H:4]([CH:11]([CH3:13])[CH3:12])[N:5]=[C:6]([O:9][CH3:10])[CH2:7][N:8]=1.C([Li])CCC.[F:19][C:20]1[CH:27]=[C:26]([F:28])[C:25]([F:29])=[CH:24][C:21]=1[CH2:22]Br.